From a dataset of TCR-epitope binding with 47,182 pairs between 192 epitopes and 23,139 TCRs. Binary Classification. Given a T-cell receptor sequence (or CDR3 region) and an epitope sequence, predict whether binding occurs between them. (1) The epitope is FSKQLQQSM. The TCR CDR3 sequence is CASSPQPAGNLGYTF. Result: 1 (the TCR binds to the epitope). (2) The TCR CDR3 sequence is CASSFAGTGELFF. Result: 0 (the TCR does not bind to the epitope). The epitope is FPPTSFGPL. (3) The epitope is IPRRNVATL. The TCR CDR3 sequence is CASSLAGDGANVLTF. Result: 0 (the TCR does not bind to the epitope). (4) The TCR CDR3 sequence is CASSYYPPPNSGELFF. Result: 1 (the TCR binds to the epitope). The epitope is ATVVIGTSK. (5) Result: 0 (the TCR does not bind to the epitope). The TCR CDR3 sequence is CASSLGLAETQYF. The epitope is SLFNTVATLY. (6) The epitope is VLQAVGACV. The TCR CDR3 sequence is CASSPGGLAGETQYF. Result: 0 (the TCR does not bind to the epitope).